Dataset: Reaction yield outcomes from USPTO patents with 853,638 reactions. Task: Predict the reaction yield, written as a fraction of the theoretical maximum amount of product (1.0 means a 100% yield; for example, 0.34 means a 34% yield). (1) The reactants are [CH3:1][O:2][C:3]1[CH:4]=[C:5]2[C:10](=[CH:11][C:12]=1[O:13][CH2:14][CH2:15][O:16][CH3:17])[N:9]=[CH:8][N:7]=[C:6]2[S:18][C:19]1[CH:20]=[C:21]([CH:23]=[CH:24][CH:25]=1)[NH2:22].[C:26]([C:30]1[CH:34]=[C:33]([NH:35][C:36](=O)[O:37]C2C=CC=CC=2)[N:32]([C:45]2[CH:46]=[C:47]([CH3:51])[CH:48]=[CH:49][CH:50]=2)[N:31]=1)([CH3:29])([CH3:28])[CH3:27]. No catalyst specified. The product is [C:26]([C:30]1[CH:34]=[C:33]([NH:35][C:36]([NH:22][C:21]2[CH:23]=[CH:24][CH:25]=[C:19]([S:18][C:6]3[C:5]4[C:10](=[CH:11][C:12]([O:13][CH2:14][CH2:15][O:16][CH3:17])=[C:3]([O:2][CH3:1])[CH:4]=4)[N:9]=[CH:8][N:7]=3)[CH:20]=2)=[O:37])[N:32]([C:45]2[CH:46]=[C:47]([CH3:51])[CH:48]=[CH:49][CH:50]=2)[N:31]=1)([CH3:29])([CH3:28])[CH3:27]. The yield is 0.880. (2) The reactants are [F:1][C:2]1[CH:3]=[C:4]([CH:14]([NH:16][C:17]([C:19]2[S:20][C:21](Br)=[CH:22][CH:23]=2)=[O:18])[CH3:15])[CH:5]=[C:6]([F:13])[C:7]=1[NH:8][S:9]([CH3:12])(=[O:11])=[O:10].[CH:25]([C:28]1[CH:29]=[C:30](B(O)O)[CH:31]=[CH:32][CH:33]=1)([CH3:27])[CH3:26].C([O-])([O-])=O.[Cs+].[Cs+].COCCOC. The catalyst is CCOC(C)=O.Cl[Pd](Cl)([P](C1C=CC=CC=1)(C1C=CC=CC=1)C1C=CC=CC=1)[P](C1C=CC=CC=1)(C1C=CC=CC=1)C1C=CC=CC=1.C(O)C. The product is [F:1][C:2]1[CH:3]=[C:4]([CH:14]([NH:16][C:17]([C:19]2[S:20][C:21]([C:32]3[CH:31]=[CH:30][CH:29]=[C:28]([CH:25]([CH3:27])[CH3:26])[CH:33]=3)=[CH:22][CH:23]=2)=[O:18])[CH3:15])[CH:5]=[C:6]([F:13])[C:7]=1[NH:8][S:9]([CH3:12])(=[O:11])=[O:10]. The yield is 0.770. (3) The reactants are Cl[C:2]1[N:7]=[C:6]([C:8]2[CH:13]=[CH:12][N:11]=[C:10]([Cl:14])[CH:9]=2)[CH:5]=[CH:4][N:3]=1.[CH3:15][S:16][CH2:17][CH:18]([NH2:20])[CH3:19]. The yield is 0.880. The catalyst is C1(C)C=CC=CC=1. The product is [Cl:14][C:10]1[CH:9]=[C:8]([C:6]2[CH:5]=[CH:4][N:3]=[C:2]([NH:20][CH:18]([CH3:19])[CH2:17][S:16][CH3:15])[N:7]=2)[CH:13]=[CH:12][N:11]=1. (4) The reactants are [Cl:1][C:2]1[CH:7]=[CH:6][C:5]([C:8]2[C:13]([C:14]([OH:16])=O)=[CH:12][N:11]=[CH:10][CH:9]=2)=[C:4]([F:17])[CH:3]=1.C(Cl)CCl.C1C=C[C:25]2N(O)N=[N:28][C:26]=2[CH:27]=1.CCN(C(C)C)C(C)C.C1(N)CC1. The catalyst is CN(C=O)C. The product is [Cl:1][C:2]1[CH:7]=[CH:6][C:5]([C:8]2[C:13]([C:14]([NH:28][CH:26]3[CH2:27][CH2:25]3)=[O:16])=[CH:12][N:11]=[CH:10][CH:9]=2)=[C:4]([F:17])[CH:3]=1. The yield is 0.830. (5) The reactants are [N:1]1[N:2]2[CH:10]=[CH:9][CH:8]=[C:3]2[C:4]([NH2:7])=[N:5][CH:6]=1.C=O.Cl.[O:14]1[CH2:20][CH2:19][CH2:18][NH:17][CH2:16][CH2:15]1.[C:21]([O-])(=O)C.[K+]. The catalyst is C(O)(=O)C.O. The product is [O:14]1[CH2:20][CH2:19][CH2:18][N:17]([CH2:21][C:10]2[N:2]3[C:3]([C:4]([NH2:7])=[N:5][CH:6]=[N:1]3)=[CH:8][CH:9]=2)[CH2:16][CH2:15]1. The yield is 0.920.